Regression. Given a peptide amino acid sequence and an MHC pseudo amino acid sequence, predict their binding affinity value. This is MHC class I binding data. From a dataset of Peptide-MHC class I binding affinity with 185,985 pairs from IEDB/IMGT. (1) The peptide sequence is LQHILIEYM. The MHC is HLA-B15:01 with pseudo-sequence HLA-B15:01. The binding affinity (normalized) is 0.343. (2) The peptide sequence is YLVPGEGEQ. The MHC is HLA-A02:12 with pseudo-sequence HLA-A02:12. The binding affinity (normalized) is 0.0847. (3) The MHC is HLA-A02:01 with pseudo-sequence HLA-A02:01. The binding affinity (normalized) is 0.582. The peptide sequence is SQMETDFLEL. (4) The peptide sequence is ARLLNLSGV. The MHC is HLA-A24:02 with pseudo-sequence HLA-A24:02. The binding affinity (normalized) is 0.0390. (5) The peptide sequence is IANTTDHFF. The MHC is HLA-B18:01 with pseudo-sequence HLA-B18:01. The binding affinity (normalized) is 0.0847.